This data is from Forward reaction prediction with 1.9M reactions from USPTO patents (1976-2016). The task is: Predict the product of the given reaction. (1) Given the reactants [ClH:1].O1CCOCC1.[F:8][C:9]1([F:32])[C:13]2[N:14]=[CH:15][N:16]=[C:17]([N:18]3[CH2:23][CH2:22][N:21](C(OC(C)(C)C)=O)[CH2:20][CH2:19]3)[C:12]=2[C@H:11]([CH3:31])[CH2:10]1, predict the reaction product. The product is: [ClH:1].[ClH:1].[F:32][C:9]1([F:8])[C:13]2[N:14]=[CH:15][N:16]=[C:17]([N:18]3[CH2:23][CH2:22][NH:21][CH2:20][CH2:19]3)[C:12]=2[C@H:11]([CH3:31])[CH2:10]1. (2) Given the reactants CC([O-])(C)C.[K+].[OH:7][C:8]1[CH:16]=[CH:15][C:11]([CH2:12][C:13]#[N:14])=[CH:10][CH:9]=1.O.Cl.[C:19]1(=[O:25])[CH2:24][CH2:23][CH2:22][CH2:21][CH2:20]1, predict the reaction product. The product is: [C:13]([CH:12]([C:11]1[CH:15]=[CH:16][C:8]([OH:7])=[CH:9][CH:10]=1)[C:19]1([OH:25])[CH2:24][CH2:23][CH2:22][CH2:21][CH2:20]1)#[N:14]. (3) Given the reactants [CH2:1]([NH:8][C:9]1[CH:10]=[CH:11][C:12]([F:21])=[C:13]([CH:20]=1)[C:14]([NH:16][CH:17]([CH3:19])[CH3:18])=[O:15])[C:2]1[CH:7]=[CH:6][CH:5]=[CH:4][CH:3]=1.C(N(C(C)C)CC)(C)C.[O:31]=[C:32]1[NH:37][C:36]2[CH:38]=[C:39]([S:42](Cl)(=[O:44])=[O:43])[CH:40]=[CH:41][C:35]=2[O:34][CH2:33]1.O, predict the reaction product. The product is: [CH2:1]([N:8]([S:42]([C:39]1[CH:40]=[CH:41][C:35]2[O:34][CH2:33][C:32](=[O:31])[NH:37][C:36]=2[CH:38]=1)(=[O:44])=[O:43])[C:9]1[CH:10]=[CH:11][C:12]([F:21])=[C:13]([CH:20]=1)[C:14]([NH:16][CH:17]([CH3:18])[CH3:19])=[O:15])[C:2]1[CH:3]=[CH:4][CH:5]=[CH:6][CH:7]=1. (4) Given the reactants [CH2:1]([C:5]1[N:6]([CH2:10][CH2:11][N:12]2C(=O)C3C(=CC=CC=3)C2=O)[CH:7]=[CH:8][N:9]=1)[CH2:2][CH2:3][CH3:4].O.NN, predict the reaction product. The product is: [CH2:1]([C:5]1[N:6]([CH2:10][CH2:11][NH2:12])[CH:7]=[CH:8][N:9]=1)[CH2:2][CH2:3][CH3:4].